This data is from Full USPTO retrosynthesis dataset with 1.9M reactions from patents (1976-2016). The task is: Predict the reactants needed to synthesize the given product. (1) Given the product [O:13]=[C:12]([CH3:4])[CH2:14][O:15][CH2:16][C:17]([O:19][CH3:20])=[O:18], predict the reactants needed to synthesize it. The reactants are: C[Zn]C.[C:4]1(C)C=CC=CC=1.Cl[C:12]([CH2:14][O:15][CH2:16][C:17]([O:19][CH3:20])=[O:18])=[O:13].Cl. (2) Given the product [Br:1][C:2]1[CH:7]=[C:6]([C:8]([F:17])([C:9]([F:10])([F:11])[F:12])[C:13]([F:14])([F:15])[F:16])[CH:5]=[C:4]([Br:18])[C:3]=1[N:19]([CH3:40])[C:20]([C:22]1[C:23]([O:38][CH3:39])=[C:24]([N:28]([CH3:37])[C:29]([C:31]2[CH:32]=[CH:33][N+:34]([O-:49])=[CH:35][CH:36]=2)=[O:30])[CH:25]=[CH:26][CH:27]=1)=[O:21], predict the reactants needed to synthesize it. The reactants are: [Br:1][C:2]1[CH:7]=[C:6]([C:8]([F:17])([C:13]([F:16])([F:15])[F:14])[C:9]([F:12])([F:11])[F:10])[CH:5]=[C:4]([Br:18])[C:3]=1[N:19]([CH3:40])[C:20]([C:22]1[C:23]([O:38][CH3:39])=[C:24]([N:28]([CH3:37])[C:29]([C:31]2[CH:36]=[CH:35][N:34]=[CH:33][CH:32]=2)=[O:30])[CH:25]=[CH:26][CH:27]=1)=[O:21].ClC1C=CC=C(C(OO)=[O:49])C=1. (3) Given the product [F:30][CH:28]([F:29])[O:27][C:24]1[CH:25]=[CH:26][C:21]([N:13]([CH2:14][C:15]2[CH:20]=[N:19][CH:18]=[N:17][CH:16]=2)[C:10]2[CH:9]=[CH:8][C:7]([C:6]([OH:34])=[O:5])=[CH:12][CH:11]=2)=[CH:22][C:23]=1[O:31][CH2:32][CH3:33], predict the reactants needed to synthesize it. The reactants are: C([O:5][C:6](=[O:34])[C:7]1[CH:12]=[CH:11][C:10]([N:13]([C:21]2[CH:26]=[CH:25][C:24]([O:27][CH:28]([F:30])[F:29])=[C:23]([O:31][CH2:32][CH3:33])[CH:22]=2)[CH2:14][C:15]2[CH:16]=[N:17][CH:18]=[N:19][CH:20]=2)=[CH:9][CH:8]=1)(C)(C)C.[OH-].[K+]. (4) Given the product [F:25][C:2]([F:1])([F:24])[C:3]1[CH:4]=[C:5]([NH:9][C:10]([C:12]2[CH:13]=[C:14]3[C:19](=[CH:20][CH:21]=2)[C:18]([OH:22])=[N:17][N:16]=[CH:15]3)=[O:11])[CH:6]=[CH:7][CH:8]=1, predict the reactants needed to synthesize it. The reactants are: [F:1][C:2]([F:25])([F:24])[C:3]1[CH:4]=[C:5]([NH:9][C:10]([C:12]2[CH:13]=[C:14]3[C:19](=[CH:20][CH:21]=2)[C:18]([OH:22])=[N:17][N:16]=[C:15]3Cl)=[O:11])[CH:6]=[CH:7][CH:8]=1.